From a dataset of Forward reaction prediction with 1.9M reactions from USPTO patents (1976-2016). Predict the product of the given reaction. (1) Given the reactants [OH:1][C:2]1[CH:7]=[CH:6][C:5]([C:8]2[C:16]3[C:15]([NH:17][C@H:18]([C:20]4[N:25]([C:26]5[CH:31]=[CH:30][CH:29]=[CH:28][CH:27]=5)[C:24](=[O:32])[C:23]5=[C:33]([CH3:36])[CH:34]=[CH:35][N:22]5[N:21]=4)[CH3:19])=[N:14][CH:13]=[N:12][C:11]=3[N:10](COCC[Si](C)(C)C)[CH:9]=2)=[CH:4][C:3]=1[O:45][CH3:46].FC(F)(F)C(O)=O.N, predict the reaction product. The product is: [OH:1][C:2]1[CH:7]=[CH:6][C:5]([C:8]2[C:16]3[C:15]([NH:17][C@H:18]([C:20]4[N:25]([C:26]5[CH:31]=[CH:30][CH:29]=[CH:28][CH:27]=5)[C:24](=[O:32])[C:23]5=[C:33]([CH3:36])[CH:34]=[CH:35][N:22]5[N:21]=4)[CH3:19])=[N:14][CH:13]=[N:12][C:11]=3[NH:10][CH:9]=2)=[CH:4][C:3]=1[O:45][CH3:46]. (2) Given the reactants Cl[C:2]1[N:11]=[C:10]([C:12]2[CH:17]=[C:16]([F:18])[CH:15]=[CH:14][C:13]=2[CH3:19])[CH:9]=[C:8]2[C:3]=1[CH:4]=[C:5]([NH:20][C:21]([CH:23]1[CH2:25][CH2:24]1)=[O:22])[N:6]=[CH:7]2.[CH3:26]SC.[Na].O1CCCC1.O[O:36][S:37]([O-:39])=O.[K+], predict the reaction product. The product is: [F:18][C:16]1[CH:15]=[CH:14][C:13]([CH3:19])=[C:12]([C:10]2[CH:9]=[C:8]3[C:3]([CH:4]=[C:5]([NH:20][C:21]([CH:23]4[CH2:25][CH2:24]4)=[O:22])[N:6]=[CH:7]3)=[C:2]([S:37]([CH3:26])(=[O:39])=[O:36])[N:11]=2)[CH:17]=1. (3) Given the reactants [F:1][C:2]1[CH:19]=[CH:18][C:5]([NH:6][C:7]2[CH:16]=[C:15](I)[CH:14]=[CH:13][C:8]=2[C:9]([O:11][CH3:12])=[O:10])=[CH:4][CH:3]=1.[CH2:20]([NH2:27])[C:21]1[CH:26]=[CH:25][CH:24]=[CH:23][CH:22]=1.C1(P(C2C=CC=CC=2)C2C=CC3C(=CC=CC=3)C=2C2C3C(=CC=CC=3)C=CC=2P(C2C=CC=CC=2)C2C=CC=CC=2)C=CC=CC=1.CC(C)([O-])C.[Na+], predict the reaction product. The product is: [CH2:20]([NH:27][C:15]1[CH:14]=[CH:13][C:8]([C:9]([O:11][CH3:12])=[O:10])=[C:7]([NH:6][C:5]2[CH:18]=[CH:19][C:2]([F:1])=[CH:3][CH:4]=2)[CH:16]=1)[C:21]1[CH:26]=[CH:25][CH:24]=[CH:23][CH:22]=1. (4) Given the reactants [F:1][C:2]1[CH:3]=[C:4]([CH:16]=[C:17]([F:19])[CH:18]=1)[O:5][C:6]1[C:11]([F:12])=[CH:10][C:9]([CH2:13][OH:14])=[CH:8][C:7]=1[F:15].Cl[C:21]1[CH:31]=[C:25]2[N:26]([CH3:30])[CH2:27][CH2:28][CH2:29][N:24]2[C:23](=[O:32])[N:22]=1, predict the reaction product. The product is: [F:1][C:2]1[CH:3]=[C:4]([CH:16]=[C:17]([F:19])[CH:18]=1)[O:5][C:6]1[C:11]([F:12])=[CH:10][C:9]([CH2:13][O:14][C:21]2[CH:31]=[C:25]3[N:26]([CH3:30])[CH2:27][CH2:28][CH2:29][N:24]3[C:23](=[O:32])[N:22]=2)=[CH:8][C:7]=1[F:15]. (5) Given the reactants [C:1]1([C:18]([OH:20])=O)[C:14]2[CH2:13][C:12]3[CH:11]=[CH:10][CH:9]=[C:8]([C:15]([OH:17])=O)[C:7]=3[CH2:6][C:5]=2[CH:4]=[CH:3][CH:2]=1.[Al+3].[Cl-].[Cl-].[Cl-].[CH:25]1[CH:30]=[CH:29][CH:28]=[CH:27][CH:26]=1.Cl, predict the reaction product. The product is: [C:18]([C:1]1[C:14]2[CH2:13][C:12]3[C:7](=[C:8]([C:15](=[O:17])[C:1]4[CH:14]=[CH:5][CH:4]=[CH:3][CH:2]=4)[CH:9]=[CH:10][CH:11]=3)[CH2:6][C:5]=2[CH:4]=[CH:3][CH:2]=1)(=[O:20])[C:25]1[CH:30]=[CH:29][CH:28]=[CH:27][CH:26]=1. (6) Given the reactants Br[C:2]1[CH:10]=[CH:9][C:8]([Cl:11])=[CH:7][C:3]=1[C:4]([OH:6])=[O:5].C([Li])CCC.CON(C)[C:20](=[O:22])[CH3:21], predict the reaction product. The product is: [C:20]([C:2]1[CH:10]=[CH:9][C:8]([Cl:11])=[CH:7][C:3]=1[C:4]([OH:6])=[O:5])(=[O:22])[CH3:21].